From a dataset of Reaction yield outcomes from USPTO patents with 853,638 reactions. Predict the reaction yield, written as a fraction of the theoretical maximum amount of product (1.0 means a 100% yield; for example, 0.34 means a 34% yield). The reactants are [N:1]1([C:5]2[CH:10]=[CH:9][C:8](Br)=[CH:7][N:6]=2)[CH2:4][CH2:3][CH2:2]1.[Li]CCCC.[CH2:17]1[O:27][C:20]2([CH2:25][CH2:24][C:23](=[O:26])[CH2:22][CH2:21]2)[O:19][CH2:18]1. The catalyst is C1COCC1. The product is [N:1]1([C:5]2[N:6]=[CH:7][C:8]([C:23]3([OH:26])[CH2:24][CH2:25][C:20]4([O:27][CH2:17][CH2:18][O:19]4)[CH2:21][CH2:22]3)=[CH:9][CH:10]=2)[CH2:4][CH2:3][CH2:2]1. The yield is 0.430.